From a dataset of CYP2D6 inhibition data for predicting drug metabolism from PubChem BioAssay. Regression/Classification. Given a drug SMILES string, predict its absorption, distribution, metabolism, or excretion properties. Task type varies by dataset: regression for continuous measurements (e.g., permeability, clearance, half-life) or binary classification for categorical outcomes (e.g., BBB penetration, CYP inhibition). Dataset: cyp2d6_veith. (1) The drug is O=C(O)CN(CCN(CC(=O)O)CC(=O)O)CC(=O)O.[Mn]. The result is 0 (non-inhibitor). (2) The drug is CC(C)=CCC/C(C)=C/CO/N=C1/C[C@@H](O)[C@@H](O)[C@H]2[C@@H]1CC[C@@H]1C(=O)N(C3CCCCC3)C(=O)[C@H]12. The result is 0 (non-inhibitor).